From a dataset of Full USPTO retrosynthesis dataset with 1.9M reactions from patents (1976-2016). Predict the reactants needed to synthesize the given product. (1) Given the product [OH:33][NH:34][C:15]([C@H:4]1[CH2:5][C@H:6]([O:8][C:9]2[CH:14]=[CH:13][N:12]=[CH:11][CH:10]=2)[CH2:7][N:2]([CH3:1])[C@@H:3]1[C:19]([N:21]1[CH2:26][CH:25]=[C:24]([C:27]2[CH:32]=[CH:31][CH:30]=[CH:29][CH:28]=2)[CH2:23][CH2:22]1)=[O:20])=[O:17], predict the reactants needed to synthesize it. The reactants are: [CH3:1][N:2]1[CH2:7][C@@H:6]([O:8][C:9]2[CH:14]=[CH:13][N:12]=[CH:11][CH:10]=2)[CH2:5][C@H:4]([C:15]([O:17]C)=O)[C@H:3]1[C:19]([N:21]1[CH2:26][CH:25]=[C:24]([C:27]2[CH:32]=[CH:31][CH:30]=[CH:29][CH:28]=2)[CH2:23][CH2:22]1)=[O:20].[OH:33][NH2:34].Cl.C[O-].[Na+]. (2) Given the product [Cl:20][CH2:21][CH2:22][S:23]([O:1][N:2]1[C:11](=[O:12])[CH:10]2[CH:5]([CH:6]3[CH2:13][CH:9]2[CH:8]=[CH:7]3)[C:3]1=[O:4])(=[O:25])=[O:24], predict the reactants needed to synthesize it. The reactants are: [OH:1][N:2]1[C:11](=[O:12])[CH:10]2[CH:5]([CH:6]3[CH2:13][CH:9]2[CH:8]=[CH:7]3)[C:3]1=[O:4].N1C=CC=CC=1.[Cl:20][CH2:21][CH2:22][S:23](Cl)(=[O:25])=[O:24].Cl. (3) Given the product [CH3:12][O:13][C:14](=[O:22])[C:15]1[CH:20]=[CH:19][CH:18]=[CH:17][C:16]=1[CH2:10][Br:11], predict the reactants needed to synthesize it. The reactants are: BrN1C(=O)CCC1=O.Br[CH2:10][Br:11].[CH3:12][O:13][C:14](=[O:22])[C:15]1[CH:20]=[CH:19][CH:18]=[CH:17][C:16]=1C. (4) Given the product [C:1]([C:5]1[C:14]2[CH:13]=[C:12](/[C:15](/[CH2:28][CH3:29])=[C:16](/[F:27])\[CH:17]=[CH:18]\[C:19](\[CH3:26])=[CH:20]\[C:21]([OH:23])=[O:22])[C:11]([O:30][CH2:31][CH3:32])=[CH:10][C:9]=2[C:8]([CH3:33])([CH3:34])[CH2:7][CH:6]=1)([CH3:4])([CH3:2])[CH3:3], predict the reactants needed to synthesize it. The reactants are: [C:1]([C:5]1[C:14]2[CH:13]=[C:12](/[C:15](/[CH2:28][CH3:29])=[C:16](/[F:27])\[CH:17]=[CH:18]\[C:19](\[CH3:26])=[CH:20]\[C:21]([O:23]CC)=[O:22])[C:11]([O:30][CH2:31][CH3:32])=[CH:10][C:9]=2[C:8]([CH3:34])([CH3:33])[CH2:7][CH:6]=1)([CH3:4])([CH3:3])[CH3:2].[OH-].[Na+]. (5) Given the product [O:24]=[C:22]1[O:21][CH2:20][C:19]([N:3]2[CH:4]=[CH:5][C:6]3([CH2:7][CH2:8][NH:9][CH2:10][CH2:11]3)[C:2]2=[O:1])=[CH:23]1, predict the reactants needed to synthesize it. The reactants are: [O:1]=[C:2]1[C:6]2([CH2:11][CH2:10][N:9](C(OC(C)(C)C)=O)[CH2:8][CH2:7]2)[CH:5]=[CH:4][N:3]1[C:19]1[CH2:20][O:21][C:22](=[O:24])[CH:23]=1.C(O)(C(F)(F)F)=O. (6) Given the product [CH3:11][Si:12]([CH2:15][NH:9][CH:2]([CH3:1])[C:3]1[CH:8]=[CH:7][CH:6]=[CH:5][CH:4]=1)([CH3:14])[CH3:13], predict the reactants needed to synthesize it. The reactants are: [CH3:1][C@H:2]([NH2:9])[C:3]1[CH:8]=[CH:7][CH:6]=[CH:5][CH:4]=1.Cl[CH2:11][Si:12]([CH3:15])([CH3:14])[CH3:13].C(N(CC)CC)C. (7) Given the product [NH2:1][C:2]1[N:7]=[CH:6][C:5]([C:8]2[CH:9]=[C:10]([NH:14][C:20](=[O:21])[O:22][CH2:23][CH3:24])[CH:11]=[CH:12][CH:13]=2)=[N:4][C:3]=1[C:15]([NH:17][CH3:18])=[O:16], predict the reactants needed to synthesize it. The reactants are: [NH2:1][C:2]1[C:3]([C:15]([NH:17][CH3:18])=[O:16])=[N:4][C:5]([C:8]2[CH:13]=[CH:12][CH:11]=[C:10]([NH2:14])[CH:9]=2)=[CH:6][N:7]=1.Cl[C:20]([O:22][CH2:23][CH3:24])=[O:21]. (8) The reactants are: [Cl:1][C:2]1([Cl:14])[CH2:4][C@@H:3]1[C@H:5]([NH:7][S@](C(C)(C)C)=O)[CH3:6].Cl.O1CCOCC1. Given the product [ClH:1].[Cl:1][C:2]1([Cl:14])[CH2:4][C@H:3]1[C@H:5]([NH2:7])[CH3:6], predict the reactants needed to synthesize it.